From a dataset of Catalyst prediction with 721,799 reactions and 888 catalyst types from USPTO. Predict which catalyst facilitates the given reaction. (1) Reactant: C(N(CC)CC)C.[NH2:8][CH2:9][C:10]1([CH2:13][N:14]2[C:22]3[C:17](=[CH:18][CH:19]=[C:20]([C:23]([O:25][CH2:26][CH3:27])=[O:24])[CH:21]=3)[CH:16]=[C:15]2[C:28]([O:30]CC)=O)[CH2:12][CH2:11]1.C([O-])([O-])=O.[K+].[K+]. Product: [O:30]=[C:28]1[C:15]2=[CH:16][C:17]3[CH:18]=[CH:19][C:20]([C:23]([O:25][CH2:26][CH3:27])=[O:24])=[CH:21][C:22]=3[N:14]2[CH2:13][C:10]2([CH2:12][CH2:11]2)[CH2:9][NH:8]1. The catalyst class is: 8. (2) Reactant: C[O:2][C:3]1[CH:4]=[C:5]([CH:22]=[C:23]([CH3:25])[CH:24]=1)[O:6][CH2:7][C@H:8]1[C:17]([CH3:18])=[CH:16][CH2:15][C@@H:14]2[C@:9]1([CH3:21])[CH2:10][CH2:11][CH2:12][C:13]2([CH3:20])[CH3:19]. Product: [CH3:18][C:17]1[C@H:8]([CH2:7][O:6][C:5]2[CH:4]=[C:3]([OH:2])[CH:24]=[C:23]([CH3:25])[CH:22]=2)[C@:9]2([CH3:21])[CH:14]([CH2:15][CH:16]=1)[C:13]([CH3:19])([CH3:20])[CH2:12][CH2:11][CH2:10]2. The catalyst class is: 37. (3) Reactant: [Br:1][C:2]([CH3:7])([CH3:6])[C:3](Br)=[O:4].[CH2:8]([OH:11])[CH:9]=[CH2:10].C(N(CC)CC)C. Product: [Br:1][C:2]([CH3:7])([CH3:6])[C:3]([O:11][CH2:8][CH:9]=[CH2:10])=[O:4]. The catalyst class is: 1. (4) Reactant: C1(C2N3N=C(N)N=C3C=CC=2)C=CC=CC=1.BrC1C=C2C(=CC=1)N=C(OC)C=C2.C1(NC2N=C3C=CC=C(C4C=CC=CC=4)N3N=2)C=CC=CC=1.[CH3:52][O:53][C:54]1[CH:63]=[CH:62][C:61]2[C:56](=[CH:57][CH:58]=[C:59]([NH:64][C:65]3[N:79]=[C:68]4[CH:69]=[CH:70][CH:71]=[C:72]([C:73]5[CH:78]=[CH:77][CH:76]=[CH:75][CH:74]=5)[N:67]4[N:66]=3)[CH:60]=2)[N:55]=1. Product: [CH3:52][O:53][C:54]1[CH:63]=[CH:62][C:61]2[C:56](=[CH:57][CH:58]=[C:59]([NH:64][C:65]3[N:79]=[C:68]4[CH:69]=[CH:70][CH:71]=[C:72]([C:73]5[CH:74]=[CH:75][CH:76]=[CH:77][CH:78]=5)[N:67]4[N:66]=3)[CH:60]=2)[N:55]=1.[C:73]1([C:72]2[N:67]3[N:66]=[C:65]([NH:64][C:59]4[CH:60]=[C:61]5[C:56](=[CH:57][CH:58]=4)[N:55]=[C:54]([OH:53])[CH:63]=[CH:62]5)[N:79]=[C:68]3[CH:69]=[CH:70][CH:71]=2)[CH:74]=[CH:75][CH:76]=[CH:77][CH:78]=1. The catalyst class is: 33. (5) Reactant: FC(F)(F)C(O)=O.[NH2:8][CH:9]([CH2:22][C:23]1[CH:28]=[CH:27][CH:26]=[CH:25][CH:24]=1)[C@H:10]([OH:21])[C:11]([NH:13][CH2:14][C:15]1[CH:20]=[CH:19][CH:18]=[CH:17][CH:16]=1)=[O:12].C(N(CC)C(C)C)(C)C.[NH:38]1[C:46]2[C:41](=[CH:42][CH:43]=[CH:44][CH:45]=2)[C:40]([CH2:47][C@H:48]([NH:52][C:53](=[O:65])[C@@H:54]([NH:56][C:57]([C:59]2[CH:63]=[C:62]([CH3:64])[O:61][N:60]=2)=[O:58])[CH3:55])[C:49](O)=[O:50])=[CH:39]1.CN(C(ON1N=NC2C=CC=NC1=2)=[N+](C)C)C.F[P-](F)(F)(F)(F)F. Product: [CH2:22]([C@H:9]([NH:8][C:49]([C@@H:48]([NH:52][C:53]([C@@H:54]([NH:56][C:57]([C:59]1[CH:63]=[C:62]([CH3:64])[O:61][N:60]=1)=[O:58])[CH3:55])=[O:65])[CH2:47][C:40]1[C:41]2[C:46](=[CH:45][CH:44]=[CH:43][CH:42]=2)[NH:38][CH:39]=1)=[O:50])[CH:10]([C:11](=[O:12])[NH:13][CH2:14][C:15]1[CH:20]=[CH:19][CH:18]=[CH:17][CH:16]=1)[OH:21])[C:23]1[CH:28]=[CH:27][CH:26]=[CH:25][CH:24]=1. The catalyst class is: 3. (6) Reactant: [Cl:1][C:2]1[C:7](I)=[C:6]([CH3:9])[N:5]=[C:4]([NH2:10])[N:3]=1.[NH2:11][C:12]1[CH:17]=[CH:16][C:15]([C:18]#[CH:19])=[CH:14][N:13]=1.C(N(CC)CC)C.O. Product: [NH2:11][C:12]1[N:13]=[CH:14][C:15]([C:18]#[C:19][C:7]2[C:2]([Cl:1])=[N:3][C:4]([NH2:10])=[N:5][C:6]=2[CH3:9])=[CH:16][CH:17]=1. The catalyst class is: 654. (7) Reactant: Cl.Cl[C:3]1[N:16]2[C:7](=[N:8][C:9]3[C:14]([C:15]2=[O:17])=[C:13]([F:18])[CH:12]=[CH:11][CH:10]=3)[C:6]2[CH:19]=[CH:20][N:21](S(C3C=CC(C)=CC=3)(=O)=O)[C:5]=2[N:4]=1.[CH3:32][N:33]([CH3:50])[C@@H:34]([CH3:49])[C:35]([N:37]1[C:45]2[C:40](=[CH:41][C:42]([O:47][CH3:48])=[C:43]([NH2:46])[CH:44]=2)[CH2:39][CH2:38]1)=[O:36].[CH3:51][NH2:52].[OH-].[K+]. Product: [CH3:32][N:33]([CH3:50])[C@H:34]([C:35]([N:37]1[C:45]2[C:40](=[CH:41][C:42]([O:47][CH3:48])=[C:43]([NH:46][C:3]3[NH:4][C:5]4=[N:21][CH:20]=[CH:19][C:6]4=[C:7]([NH:8][C:9]4[CH:10]=[CH:11][CH:12]=[C:13]([F:18])[C:14]=4[C:15]([NH:52][CH3:51])=[O:17])[N:16]=3)[CH:44]=2)[CH2:39][CH2:38]1)=[O:36])[CH3:49]. The catalyst class is: 56. (8) Reactant: [CH3:1][O:2][C:3](=[O:22])[CH2:4][O:5][C:6]1[CH:7]=[CH:8][C:9]2[O:13][C:12]([NH:14][CH:15]3[CH2:20][CH2:19][NH:18][CH2:17][CH2:16]3)=[N:11][C:10]=2[CH:21]=1.[CH2:23]([O:25][C:26]1[CH:27]=[C:28]([CH:31]=[C:32]([O:39][CH2:40][CH3:41])[C:33]=1[N:34]1[CH:38]=[CH:37][CH:36]=[CH:35]1)[CH:29]=O)[CH3:24].C([BH3-])#N.[Na+].C(N(C(C)C)C(C)C)C. Product: [CH3:1][O:2][C:3](=[O:22])[CH2:4][O:5][C:6]1[CH:7]=[CH:8][C:9]2[O:13][C:12]([NH:14][CH:15]3[CH2:20][CH2:19][N:18]([CH2:29][C:28]4[CH:31]=[C:32]([O:39][CH2:40][CH3:41])[C:33]([N:34]5[CH:38]=[CH:37][CH:36]=[CH:35]5)=[C:26]([O:25][CH2:23][CH3:24])[CH:27]=4)[CH2:17][CH2:16]3)=[N:11][C:10]=2[CH:21]=1. The catalyst class is: 212. (9) Reactant: C(N1C=CN=C1)(N1C=CN=C1)=O.[CH3:13][C:14]1[CH:15]=[C:16]([CH:20]=[CH:21][C:22]=1[N+:23]([O-:25])=[O:24])[C:17]([OH:19])=O.[CH2:26]([O:28][C:29](=[O:34])[CH2:30]C(O)=O)[CH3:27]. Product: [CH3:13][C:14]1[CH:15]=[C:16]([C:17](=[O:19])[CH2:30][C:29]([O:28][CH2:26][CH3:27])=[O:34])[CH:20]=[CH:21][C:22]=1[N+:23]([O-:25])=[O:24]. The catalyst class is: 54. (10) Reactant: [O:1]=[C:2]1[CH:11]=[C:10]([C:12]([O:14][CH3:15])=[O:13])[C:9]2[C:4](=[CH:5][CH:6]=[CH:7][CH:8]=2)[N:3]1[CH2:16][CH:17]=O.[C:19]([O:23][C:24](=[O:43])[N:25]([CH2:32][C:33]1[CH:42]=[CH:41][C:36]2[O:37][CH2:38][CH2:39][O:40][C:35]=2[CH:34]=1)[CH:26]1[CH2:31][CH2:30][NH:29][CH2:28][CH2:27]1)([CH3:22])([CH3:21])[CH3:20].C(O[BH-](OC(=O)C)OC(=O)C)(=O)C.[Na+].C(=O)([O-])O.[Na+]. Product: [C:19]([O:23][C:24](=[O:43])[N:25]([CH2:32][C:33]1[CH:42]=[CH:41][C:36]2[O:37][CH2:38][CH2:39][O:40][C:35]=2[CH:34]=1)[CH:26]1[CH2:31][CH2:30][N:29]([CH2:17][CH2:16][N:3]2[C:4]3[C:9](=[CH:8][CH:7]=[CH:6][CH:5]=3)[C:10]([C:12]([O:14][CH3:15])=[O:13])=[CH:11][C:2]2=[O:1])[CH2:28][CH2:27]1)([CH3:22])([CH3:20])[CH3:21]. The catalyst class is: 671.